This data is from Forward reaction prediction with 1.9M reactions from USPTO patents (1976-2016). The task is: Predict the product of the given reaction. (1) Given the reactants [CH3:1][S:2]([C:5]1[CH:10]=[CH:9][C:8]([NH:11][CH3:12])=[C:7]([N+:13]([O-])=O)[CH:6]=1)(=[O:4])=[O:3], predict the reaction product. The product is: [CH3:1][S:2]([C:5]1[CH:6]=[C:7]([NH2:13])[C:8]([NH:11][CH3:12])=[CH:9][CH:10]=1)(=[O:3])=[O:4]. (2) Given the reactants N#N.Br[C:4]1[CH:5]=[C:6]([NH:13][C:14](=[O:16])[CH3:15])[CH:7]=[C:8]([N+:10]([O-:12])=[O:11])[CH:9]=1.[CH3:17][C:18]1([CH3:34])[C:22]([CH3:24])([CH3:23])[O:21][B:20]([B:20]2[O:21][C:22]([CH3:24])([CH3:23])[C:18]([CH3:34])([CH3:17])[O:19]2)[O:19]1.C([O-])(=O)C.[K+], predict the reaction product. The product is: [N+:10]([C:8]1[CH:7]=[C:6]([NH:13][C:14](=[O:16])[CH3:15])[CH:5]=[C:4]([B:20]2[O:21][C:22]([CH3:24])([CH3:23])[C:18]([CH3:34])([CH3:17])[O:19]2)[CH:9]=1)([O-:12])=[O:11]. (3) Given the reactants [CH3:1][C:2]1[C:6]([C:7]2[CH:8]=[C:9](B3OC(C)(C)C(C)(C)O3)[C:10]3[NH:14][C:13](=[O:15])[NH:12][C:11]=3[CH:16]=2)=[C:5]([CH3:26])[O:4][N:3]=1.Br[C:28]1[C:37]([CH3:38])=[CH:36][C:35]([Cl:39])=[C:34]2[C:29]=1[CH:30]=[CH:31][CH:32]=[N:33]2.C(Cl)Cl.N1(C2CCCCCCCCCC2)CCCN=CCCCCC1, predict the reaction product. The product is: [Cl:39][C:35]1[CH:36]=[C:37]([CH3:38])[C:28]([C:9]2[C:10]3[NH:14][C:13](=[O:15])[NH:12][C:11]=3[CH:16]=[C:7]([C:6]3[C:2]([CH3:1])=[N:3][O:4][C:5]=3[CH3:26])[CH:8]=2)=[C:29]2[C:34]=1[N:33]=[CH:32][CH:31]=[CH:30]2. (4) Given the reactants [OH:1]/[N:2]=[C:3](\Cl)/[C:4]1[CH:9]=[CH:8][C:7]([N+:10]([O-:12])=[O:11])=[C:6]([CH3:13])[CH:5]=1.[C:15]([O:19][CH2:20][CH3:21])(=[O:18])[C:16]#[CH:17].CCN(CC)CC, predict the reaction product. The product is: [CH3:13][C:6]1[CH:5]=[C:4]([C:3]2[CH:17]=[C:16]([C:15]([O:19][CH2:20][CH3:21])=[O:18])[O:1][N:2]=2)[CH:9]=[CH:8][C:7]=1[N+:10]([O-:12])=[O:11]. (5) Given the reactants [C:1]1([C@@H:7]2[CH2:9][C@H:8]2[C:10]([OH:12])=O)[CH:6]=[CH:5][CH:4]=[CH:3][CH:2]=1.[C:13]1([CH3:25])[CH:18]=[CH:17][CH:16]=[CH:15][C:14]=1[N:19]1[CH2:24][CH2:23][NH:22][CH2:21][CH2:20]1.CCN(CC)CC.C(P1(=O)OP(CCC)(=O)OP(CCC)(=O)O1)CC, predict the reaction product. The product is: [C:1]1([CH:7]2[CH2:9][CH:8]2[C:10]([N:22]2[CH2:23][CH2:24][N:19]([C:14]3[CH:15]=[CH:16][CH:17]=[CH:18][C:13]=3[CH3:25])[CH2:20][CH2:21]2)=[O:12])[CH:2]=[CH:3][CH:4]=[CH:5][CH:6]=1.